Dataset: Catalyst prediction with 721,799 reactions and 888 catalyst types from USPTO. Task: Predict which catalyst facilitates the given reaction. (1) Reactant: [CH:1]1[C:10]2[C:5](=[CH:6][CH:7]=[CH:8][CH:9]=2)[CH:4]=[C:3]([C:11]([NH:13][C:14]2[NH:18][C:17]3[CH:19]=[C:20]([O:26][CH2:27][CH3:28])[CH:21]=[C:22]([C:23]([OH:25])=O)[C:16]=3[N:15]=2)=[O:12])[N:2]=1.CN(C(ON1N=NC2C=CC=CC1=2)=[N+](C)C)C.F[P-](F)(F)(F)(F)F.CCN(C(C)C)C(C)C.S(O)(O)(=O)=O.[NH2:67][C:68]1[NH:69][CH:70]=[CH:71][N:72]=1. Product: [CH2:27]([O:26][C:20]1[CH:21]=[C:22]([C:23](=[O:25])[NH:67][C:68]2[NH:69][CH:70]=[CH:71][N:72]=2)[C:16]2[NH:15][C:14]([NH:13][C:11]([C:3]3[N:2]=[CH:1][C:10]4[C:5]([CH:4]=3)=[CH:6][CH:7]=[CH:8][CH:9]=4)=[O:12])=[N:18][C:17]=2[CH:19]=1)[CH3:28]. The catalyst class is: 163. (2) Reactant: CC[O:3][C:4]([CH2:6][C:7]([C:9]1[CH:14]=[CH:13][CH:12]=[CH:11][CH:10]=1)=[O:8])=[O:5].[OH-].[Na+].Cl. Product: [O:8]=[C:7]([C:9]1[CH:14]=[CH:13][CH:12]=[CH:11][CH:10]=1)[CH2:6][C:4]([OH:5])=[O:3]. The catalyst class is: 14.